Task: Predict the product of the given reaction.. Dataset: Forward reaction prediction with 1.9M reactions from USPTO patents (1976-2016) (1) Given the reactants CS(O[CH2:6][CH2:7][C:8]1[CH:13]=[CH:12][CH:11]=[C:10]([CH:14]([O:18][CH2:19][CH3:20])[O:15][CH2:16][CH3:17])[CH:9]=1)(=O)=O.FC(F)(F)C(O)=O.[CH3:28][C:29]1[S:33][C:32]([C:34]([N:36]2[CH2:41][C:40]3([CH2:46][CH2:45][NH:44][CH2:43][CH2:42]3)[O:39][CH2:38][CH2:37]2)=[O:35])=[CH:31][CH:30]=1.C(N(CC)CC)C, predict the reaction product. The product is: [CH2:19]([O:18][CH:14]([O:15][CH2:16][CH3:17])[C:10]1[CH:9]=[C:8]([CH:13]=[CH:12][CH:11]=1)[CH2:7][CH2:6][N:44]1[CH2:45][CH2:46][C:40]2([O:39][CH2:38][CH2:37][N:36]([C:34]([C:32]3[S:33][C:29]([CH3:28])=[CH:30][CH:31]=3)=[O:35])[CH2:41]2)[CH2:42][CH2:43]1)[CH3:20]. (2) Given the reactants [CH3:1][C:2]1[CH:20]=[CH:19][C:5]([O:6][C:7]([C:13]2[CH:18]=[CH:17][CH:16]=[CH:15][CH:14]=2)([CH3:12])[C:8](OC)=[O:9])=[C:4]([N+:21]([O-])=O)[CH:3]=1, predict the reaction product. The product is: [CH3:12][C:7]1([C:13]2[CH:18]=[CH:17][CH:16]=[CH:15][CH:14]=2)[C:8](=[O:9])[NH:21][C:4]2[CH:3]=[C:2]([CH3:1])[CH:20]=[CH:19][C:5]=2[O:6]1. (3) Given the reactants [NH:1]1[C:9]2[C:4](=[CH:5][CH:6]=[CH:7][CH:8]=2)[CH:3]=[CH:2]1.[Br:10][CH2:11][CH2:12][CH2:13][CH2:14][CH2:15][C:16](Cl)=[O:17], predict the reaction product. The product is: [Br:10][CH2:11][CH2:12][CH2:13][CH2:14][CH2:15][C:16]([C:3]1[C:4]2[C:9](=[CH:8][CH:7]=[CH:6][CH:5]=2)[NH:1][CH:2]=1)=[O:17]. (4) The product is: [Br:1][C:2]1[CH:5]=[C:12]2[CH:11]=[N:10][NH:9][C:8]2=[N:7][CH:3]=1. Given the reactants [Br:1][CH:2]([CH:5]=O)[CH:3]=O.[NH2:7][C:8]1[CH:12]=[CH:11][NH:10][N:9]=1, predict the reaction product. (5) Given the reactants [C:1]([C:4]1[CH:9]=[CH:8][C:7]([NH:10][CH:11]([C:16]2[CH:21]=[C:20]([O:22][CH2:23][CH3:24])[CH:19]=[CH:18][C:17]=2[O:25][CH2:26][C:27](=[O:29])[NH2:28])[C:12]([O:14]C)=[O:13])=[CH:6][CH:5]=1)(=[NH:3])[NH2:2].[Li+].[OH-], predict the reaction product. The product is: [C:1]([C:4]1[CH:9]=[CH:8][C:7]([NH:10][CH:11]([C:16]2[CH:21]=[C:20]([O:22][CH2:23][CH3:24])[CH:19]=[CH:18][C:17]=2[O:25][CH2:26][C:27](=[O:29])[NH2:28])[C:12]([OH:14])=[O:13])=[CH:6][CH:5]=1)(=[NH:2])[NH2:3]. (6) The product is: [Cl:23][C:24]1[CH:25]=[C:26]([CH:29]=[CH:30][C:31]=1[O:5][CH:6]1[CH2:9][N:8]([C:10]([C:12]2[O:13][C:14]([C:17]3[CH:22]=[CH:21][CH:20]=[CH:19][CH:18]=3)=[N:15][N:16]=2)=[O:11])[CH2:7]1)[CH:27]=[O:28]. Given the reactants CS([O:5][CH:6]1[CH2:9][N:8]([C:10]([C:12]2[O:13][C:14]([C:17]3[CH:22]=[CH:21][CH:20]=[CH:19][CH:18]=3)=[N:15][N:16]=2)=[O:11])[CH2:7]1)(=O)=O.[Cl:23][C:24]1[CH:25]=[C:26]([CH:29]=[CH:30][C:31]=1O)[CH:27]=[O:28], predict the reaction product.